This data is from Catalyst prediction with 721,799 reactions and 888 catalyst types from USPTO. The task is: Predict which catalyst facilitates the given reaction. (1) Reactant: [NH2:1][CH2:2][CH2:3][CH2:4][P:5]([CH3:8])(=[O:7])[OH:6].[C:9]([O:14][CH:15]([O:17][C:18](OC1CC(=O)NC1=O)=[O:19])[CH3:16])(=[O:13])[CH:10]([CH3:12])[CH3:11]. The catalyst class is: 47. Product: [C:9]([O:14][CH:15]([O:17][C:18]([NH:1][CH2:2][CH2:3][CH2:4][P:5]([CH3:8])(=[O:6])[OH:7])=[O:19])[CH3:16])(=[O:13])[CH:10]([CH3:12])[CH3:11]. (2) Reactant: [CH:1]1([CH:6]([N:10]2[CH:14]=[C:13]([C:15]3[C:16]4[CH:23]=[CH:22][N:21](COCC[Si](C)(C)C)[C:17]=4[N:18]=[CH:19][N:20]=3)[CH:12]=[N:11]2)[CH2:7][C:8]#[CH:9])[CH2:5][CH2:4][CH2:3][CH2:2]1.[C:32]([OH:38])([C:34]([F:37])([F:36])[F:35])=[O:33]. Product: [F:35][C:34]([F:37])([F:36])[C:32]([OH:38])=[O:33].[CH:1]1([CH:6]([N:10]2[CH:14]=[C:13]([C:15]3[C:16]4[CH:23]=[CH:22][NH:21][C:17]=4[N:18]=[CH:19][N:20]=3)[CH:12]=[N:11]2)[CH2:7][C:8]#[CH:9])[CH2:5][CH2:4][CH2:3][CH2:2]1. The catalyst class is: 2. (3) The catalyst class is: 4. Reactant: [CH:1]1[CH:2]=[CH:3][N:4]2[CH2:10][C:9]3[CH:11]=[CH:12][CH:13]=[CH:14][C:8]=3[N:7]([C:15]([C:17]3[CH:22]=[CH:21][C:20]([C:23]4[CH:28]=[CH:27][CH:26]=[CH:25][C:24]=4[O:29][CH3:30])=[C:19]([CH3:31])[CH:18]=3)=[O:16])[CH2:6][C:5]=12.C(N(CC)C(C)C)(C)C.[Cl:41][C:42]([Cl:47])([Cl:46])[C:43](Cl)=[O:44]. Product: [Cl:41][C:42]([Cl:47])([Cl:46])[C:43]([C:3]1[N:4]2[C:5]([CH2:6][N:7]([C:15]([C:17]3[CH:22]=[CH:21][C:20]([C:23]4[CH:28]=[CH:27][CH:26]=[CH:25][C:24]=4[O:29][CH3:30])=[C:19]([CH3:31])[CH:18]=3)=[O:16])[C:8]3[CH:14]=[CH:13][CH:12]=[CH:11][C:9]=3[CH2:10]2)=[CH:1][CH:2]=1)=[O:44]. (4) Reactant: I[C:2]1[NH:6][C:5]([C@@H:7]2[CH2:11][CH2:10][CH2:9][N:8]2[C:12]([O:14][C:15]([CH3:18])([CH3:17])[CH3:16])=[O:13])=[N:4][CH:3]=1.C(N(CC)CC)C.[C:26]([Si:28]([CH3:31])([CH3:30])[CH3:29])#[CH:27]. Product: [CH3:29][Si:28]([C:26]#[C:27][C:2]1[NH:6][C:5]([C@@H:7]2[CH2:11][CH2:10][CH2:9][N:8]2[C:12]([O:14][C:15]([CH3:18])([CH3:17])[CH3:16])=[O:13])=[N:4][CH:3]=1)([CH3:31])[CH3:30]. The catalyst class is: 555. (5) Reactant: [O:1]1[C:10]2[C:5](=[CH:6][CH:7]=[CH:8][CH:9]=2)[C:4](=[O:11])[CH:3]=[C:2]1[C:12]([O:14][CH2:15][CH3:16])=[O:13].[N+:17]([O-])([O-:19])=[O:18].[K+].O1C2C=CC=CC=2C=CC1. Product: [N+:17]([C:7]1[CH:6]=[C:5]2[C:10](=[CH:9][CH:8]=1)[O:1][C:2]([C:12]([O:14][CH2:15][CH3:16])=[O:13])=[CH:3][C:4]2=[O:11])([O-:19])=[O:18]. The catalyst class is: 65. (6) Reactant: Cl([O-])(=O)(=O)=O.[Mg+2].Cl([O-])(=O)(=O)=[O:8].[O:12]1[CH2:14][C@H:13]1[C:15]([O:17][CH3:18])=[O:16].[CH3:19][O:20][CH2:21][C@@H:22](O)[CH3:23].N1C=CN=C1.[C:30]([Si:34](Cl)([CH3:36])[CH3:35])([CH3:33])([CH3:32])[CH3:31]. Product: [Si:34]([O:8][C@@H:13]([CH2:14][O:12][C@@H:22]([CH3:23])[CH2:21][O:20][CH3:19])[C:15]([O:17][CH3:18])=[O:16])([C:30]([CH3:33])([CH3:32])[CH3:31])([CH3:36])[CH3:35]. The catalyst class is: 3. (7) Reactant: [CH3:1][O:2][C:3](=[O:38])[C:4]1[CH:9]=[CH:8][CH:7]=[CH:6][C:5]=1[S:10][C:11]1[C:19]2[C:14](=[CH:15][C:16]([N:20](C(OC(C)(C)C)=O)[CH3:21])=[CH:17][CH:18]=2)[N:13]([CH2:29][C:30]2[CH:35]=[C:34]([F:36])[CH:33]=[C:32]([F:37])[CH:31]=2)[CH:12]=1. Product: [CH3:1][O:2][C:3](=[O:38])[C:4]1[CH:9]=[CH:8][CH:7]=[CH:6][C:5]=1[S:10][C:11]1[C:19]2[C:14](=[CH:15][C:16]([NH:20][CH3:21])=[CH:17][CH:18]=2)[N:13]([CH2:29][C:30]2[CH:31]=[C:32]([F:37])[CH:33]=[C:34]([F:36])[CH:35]=2)[CH:12]=1. The catalyst class is: 98. (8) Product: [Cl:1][C:2]1[CH:3]=[C:4]2[C:9](=[CH:10][CH:11]=1)[N:8]=[CH:7][CH:6]=[C:5]2[CH2:12][N:13]1[C:21]([C:22]2[N:26]([CH3:27])[CH:25]=[C:24]([C:28]#[N:29])[CH:23]=2)=[C:20]2[C:15]([N:16]([CH2:32][CH:33]3[CH2:34][CH2:35]3)[C:17](=[O:31])[N:18]=[C:19]2[S:30][CH3:38])=[N:14]1. Reactant: [Cl:1][C:2]1[CH:3]=[C:4]2[C:9](=[CH:10][CH:11]=1)[N:8]=[CH:7][CH:6]=[C:5]2[CH2:12][N:13]1[C:21]([C:22]2[N:26]([CH3:27])[CH:25]=[C:24]([C:28]#[N:29])[CH:23]=2)=[C:20]2[C:15]([N:16]([CH2:32][CH:33]3[CH2:35][CH2:34]3)[C:17](=[O:31])[NH:18][C:19]2=[S:30])=[N:14]1.IC.[CH3:38]CCCCCC=CCCC. The catalyst class is: 375. (9) Reactant: C[O:2][C:3]([C:5]1[O:6][C:7]([C:12]2[CH2:17][CH2:16][CH2:15][CH2:14][CH:13]=2)([CH3:11])[C:8](=[O:10])[CH:9]=1)=[O:4].O[Li].O. Product: [C:12]1([C:7]2([CH3:11])[O:6][C:5]([C:3]([OH:4])=[O:2])=[CH:9][C:8]2=[O:10])[CH2:17][CH2:16][CH2:15][CH2:14][CH:13]=1. The catalyst class is: 36. (10) Reactant: [C:1](Cl)(=O)[C:2]([Cl:4])=[O:3].CN(C=O)C.[N:12]1[CH:17]=[CH:16][CH:15]=[N:14]C=1C(O)=O. Product: [N:12]1[CH:17]=[CH:16][CH:15]=[N:14][C:1]=1[C:2]([Cl:4])=[O:3]. The catalyst class is: 2.